Dataset: Forward reaction prediction with 1.9M reactions from USPTO patents (1976-2016). Task: Predict the product of the given reaction. Given the reactants Br[C:2]1[S:3][CH:4]=[C:5]([Br:12])[C:6]=1[CH2:7][C:8]([O:10][CH3:11])=[O:9].[C:13]([C:16]1[CH:21]=[CH:20][C:19](B(O)O)=[CH:18][CH:17]=1)([OH:15])=[O:14].C([O-])([O-])=O.[Na+].[Na+], predict the reaction product. The product is: [Br:12][C:5]1[C:6]([CH2:7][C:8]([O:10][CH3:11])=[O:9])=[C:2]([C:19]2[CH:20]=[CH:21][C:16]([C:13]([OH:15])=[O:14])=[CH:17][CH:18]=2)[S:3][CH:4]=1.